This data is from Full USPTO retrosynthesis dataset with 1.9M reactions from patents (1976-2016). The task is: Predict the reactants needed to synthesize the given product. (1) Given the product [CH3:35][S:36]([N:1]1[CH2:5][CH2:4][C@@H:3]([O:6][C:7]2[CH:8]=[CH:9][C:10]([C:13]3[C:14]4[N:15]([N:19]=[C:20]([NH:22][C:23]([CH:25]5[CH2:26][CH2:27]5)=[O:24])[CH:21]=4)[CH:16]=[CH:17][CH:18]=3)=[CH:11][CH:12]=2)[CH2:2]1)(=[O:38])=[O:37], predict the reactants needed to synthesize it. The reactants are: [NH:1]1[CH2:5][CH2:4][C@@H:3]([O:6][C:7]2[CH:12]=[CH:11][C:10]([C:13]3[C:14]4[N:15]([N:19]=[C:20]([NH:22][C:23]([CH:25]5[CH2:27][CH2:26]5)=[O:24])[CH:21]=4)[CH:16]=[CH:17][CH:18]=3)=[CH:9][CH:8]=2)[CH2:2]1.C(N(CC)CC)C.[CH3:35][S:36](Cl)(=[O:38])=[O:37]. (2) Given the product [CH2:25]([O:24][CH:5]([CH2:6][C:7]1[CH:8]=[C:9]2[C:13](=[CH:14][CH:15]=1)[N:12]([CH2:16][O:17][CH2:18][CH2:19][Si:20]([CH3:23])([CH3:21])[CH3:22])[CH:11]=[CH:10]2)[C:4]([OH:28])=[O:3])[CH2:26][CH3:27], predict the reactants needed to synthesize it. The reactants are: C([O:3][C:4](=[O:28])[CH:5]([O:24][CH2:25][CH2:26][CH3:27])[CH2:6][C:7]1[CH:8]=[C:9]2[C:13](=[CH:14][CH:15]=1)[N:12]([CH2:16][O:17][CH2:18][CH2:19][Si:20]([CH3:23])([CH3:22])[CH3:21])[CH:11]=[CH:10]2)C.[OH-].[Li+]. (3) The reactants are: C([O:8][C:9]1[C:14](=[O:15])[N:13]2[CH2:16][CH2:17][CH2:18][CH2:19][C:12]2=[N:11][C:10]=1[C:20]([O:22][CH3:23])=[O:21])C1C=CC=CC=1. Given the product [OH:8][C:9]1[C:14](=[O:15])[N:13]2[CH2:16][CH2:17][CH2:18][CH2:19][C:12]2=[N:11][C:10]=1[C:20]([O:22][CH3:23])=[O:21], predict the reactants needed to synthesize it. (4) Given the product [OH:39][C@@H:34]1[CH2:35][CH2:36][CH2:37][CH2:38][C@H:33]1[NH:32][C:3](=[O:12])[C:4]1[CH:9]=[C:8]([C:24]2[CH:25]=[CH:26][C:21]([C:20]([F:31])([F:30])[F:19])=[CH:22][CH:23]=2)[C:7]([N:17]([CH2:16][CH2:15][O:14][CH3:13])[CH3:18])=[N:6][CH:5]=1, predict the reactants needed to synthesize it. The reactants are: CO[C:3](=[O:12])[C:4]1[CH:9]=[C:8](Br)[C:7](Cl)=[N:6][CH:5]=1.[CH3:13][O:14][CH2:15][CH2:16][NH:17][CH3:18].[F:19][C:20]([F:31])([F:30])[C:21]1[CH:26]=[CH:25][C:24](B(O)O)=[CH:23][CH:22]=1.[NH2:32][C@@H:33]1[CH2:38][CH2:37][CH2:36][CH2:35][C@H:34]1[OH:39].